This data is from Catalyst prediction with 721,799 reactions and 888 catalyst types from USPTO. The task is: Predict which catalyst facilitates the given reaction. (1) Reactant: [H-].[H-].[H-].[H-].[Li+].[Al+3].[CH3:7][O:8][C:9]1[CH:10]=[C:11]([CH:16]=[CH:17][C:18]=1[O:19][CH3:20])[O:12][CH2:13][C:14]#[N:15].O.C(Cl)Cl.CO. Product: [CH3:7][O:8][C:9]1[CH:10]=[C:11]([CH:16]=[CH:17][C:18]=1[O:19][CH3:20])[O:12][CH2:13][CH2:14][NH2:15]. The catalyst class is: 1. (2) Product: [CH2:39]([O:41][C:42](=[O:50])[CH2:43][CH:44]1[CH2:49][CH2:48][CH2:47][CH2:46][N:45]1[C:11]1[CH:10]=[C:9]([N:8]([C:6]([O:5][C:1]([CH3:3])([CH3:2])[CH3:4])=[O:7])[CH2:25][CH2:26][C:27]2[CH:32]=[CH:31][C:30]([O:33][C:34]([F:35])([F:37])[F:36])=[CH:29][CH:28]=2)[N:14]=[C:13]([O:15][CH3:16])[N:12]=1)[CH3:40]. Reactant: [C:1]([O:5][C:6]([N:8]([CH2:25][CH2:26][C:27]1[CH:32]=[CH:31][C:30]([O:33][C:34]([F:37])([F:36])[F:35])=[CH:29][CH:28]=1)[C:9]1[N:14]=[C:13]([O:15][CH3:16])[N:12]=[C:11](OS(C(F)(F)F)(=O)=O)[CH:10]=1)=[O:7])([CH3:4])([CH3:3])[CH3:2].Cl.[CH2:39]([O:41][C:42](=[O:50])[CH2:43][CH:44]1[CH2:49][CH2:48][CH2:47][CH2:46][NH:45]1)[CH3:40]. The catalyst class is: 3. (3) Product: [CH3:53][C:54]1[C:59]([NH:60][C:3]([C:5]2[CH:6]=[CH:7][C:8]3[C@@:14]4([CH2:23][CH3:24])[CH2:15][CH2:16][C@@:17]([OH:22])([CH2:19][CH2:20][CH3:21])[CH2:18][C@H:13]4[CH2:12][CH2:11][CH:10]([OH:25])[C:9]=3[CH:26]=2)=[O:2])=[CH:58][CH:57]=[CH:56][N:55]=1.[CH3:53][C:54]1[C:59]([NH:60][C:29]([C:31]2[CH:32]=[CH:33][C:34]3[C@:40]4([CH2:49][CH3:50])[CH2:41][CH2:42][C@:43]([OH:48])([CH2:45][CH2:46][CH3:47])[CH2:44][C@@H:39]4[CH2:38][CH2:37][CH:36]([OH:51])[C:35]=3[CH:52]=2)=[O:28])=[CH:58][CH:57]=[CH:56][N:55]=1. Reactant: C[O:2][C:3]([C:5]1[CH:6]=[CH:7][C:8]2[C@@:14]3([CH2:23][CH3:24])[CH2:15][CH2:16][C@@:17]([OH:22])([CH2:19][CH2:20][CH3:21])[CH2:18][C@H:13]3[CH2:12][CH2:11][CH:10]([OH:25])[C:9]=2[CH:26]=1)=O.C[O:28][C:29]([C:31]1[CH:32]=[CH:33][C:34]2[C@:40]3([CH2:49][CH3:50])[CH2:41][CH2:42][C@:43]([OH:48])([CH2:45][CH2:46][CH3:47])[CH2:44][C@@H:39]3[CH2:38][CH2:37][CH:36]([OH:51])[C:35]=2[CH:52]=1)=O.[CH3:53][C:54]1[C:59]([NH2:60])=[CH:58][CH:57]=[CH:56][N:55]=1.[Li+].C[Si]([N-][Si](C)(C)C)(C)C.[NH4+].[Cl-]. The catalyst class is: 1. (4) Reactant: [Br:1][C:2]1[CH:3]=[C:4]([CH:8]=[CH:9][CH:10]=1)[CH2:5][NH:6][CH3:7].CCN(C(C)C)C(C)C.[C:20](Cl)(=[O:22])[CH3:21]. Product: [Br:1][C:2]1[CH:3]=[C:4]([CH:8]=[CH:9][CH:10]=1)[CH2:5][N:6]([CH3:7])[C:20](=[O:22])[CH3:21]. The catalyst class is: 456. (5) Reactant: C(OCC)C.O[CH:7]([CH2:18][C:19]([CH2:22][Si](C)(C)C)=[C:20]=[CH2:21])[CH2:8][CH2:9][C:10]([C:12]1[CH:17]=[CH:16][CH:15]=[CH:14][CH:13]=1)=[O:11].[Si](OS(C(F)(F)F)(=O)=O)(C)(C)C.O. Product: [CH2:21]=[C:20]1[C:19](=[CH2:22])[CH2:18][CH:7]2[O:11][C:10]1([C:12]1[CH:17]=[CH:16][CH:15]=[CH:14][CH:13]=1)[CH2:9][CH2:8]2. The catalyst class is: 25. (6) Product: [F:14][C:12]1[CH:11]=[CH:10][C:9]([NH:15][C:16]2[C:17]3[C:24]([CH3:25])=[C:23]([C:26]([O:28][CH3:29])=[O:27])[S:22][C:18]=3[N:19]=[CH:20][N:21]=2)=[C:8]([O:7][CH:5]([CH2:4][CH2:3][NH:2][S:38]([CH3:37])(=[O:40])=[O:39])[CH3:6])[CH:13]=1. The catalyst class is: 46. Reactant: Cl.[NH2:2][CH2:3][CH2:4][CH:5]([O:7][C:8]1[CH:13]=[C:12]([F:14])[CH:11]=[CH:10][C:9]=1[NH:15][C:16]1[C:17]2[C:24]([CH3:25])=[C:23]([C:26]([O:28][CH3:29])=[O:27])[S:22][C:18]=2[N:19]=[CH:20][N:21]=1)[CH3:6].C(N(CC)CC)C.[CH3:37][S:38](Cl)(=[O:40])=[O:39].CO.